From a dataset of Full USPTO retrosynthesis dataset with 1.9M reactions from patents (1976-2016). Predict the reactants needed to synthesize the given product. (1) Given the product [Br:1][C:2]1[C:11]2[O:12][CH2:13][N:9]3[C:10]=2[C:5]([C:6]([CH2:15][OH:16])=[CH:7][C:8]3=[O:14])=[CH:4][CH:3]=1, predict the reactants needed to synthesize it. The reactants are: [Br:1][C:2]1[C:11]2[O:12][CH2:13][N:9]3[C:10]=2[C:5]([C:6]([CH:15]=[O:16])=[CH:7][C:8]3=[O:14])=[CH:4][CH:3]=1.CO.[BH4-].[Na+]. (2) Given the product [C:10]1([CH:4]2[CH2:3][N:2]([CH2:27][C:25]3[CH:24]=[N:23][N:22]4[C:18]([C:17]([F:30])([F:16])[F:29])=[N:19][N:20]=[C:21]4[CH:26]=3)[C:6](=[O:8])[CH2:5]2)[CH:15]=[CH:14][CH:13]=[CH:12][CH:11]=1, predict the reactants needed to synthesize it. The reactants are: Cl.[NH2:2][CH2:3][CH:4]([C:10]1[CH:15]=[CH:14][CH:13]=[CH:12][CH:11]=1)[CH2:5][C:6]([O:8]C)=O.[F:16][C:17]([F:30])([F:29])[C:18]1[N:22]2[N:23]=[CH:24][C:25]([CH:27]=O)=[CH:26][C:21]2=[N:20][N:19]=1.C(N(CC)CC)C.ClCCl. (3) Given the product [CH3:9][C:5]1[C:6]2[O:32][C@@:28]([CH2:27][CH2:26][CH2:25][C@@H:23]([CH2:22][CH2:21][CH2:20][C@@H:18]([CH2:17][CH2:16][CH2:15][CH:13]([CH3:12])[CH3:14])[CH3:19])[CH3:24])([CH3:29])[CH2:30][CH2:31][C:8]=2[C:2]([CH3:1])=[C:3]([O:11][C:33]([CH3:34])=[O:35])[C:4]=1[CH3:10], predict the reactants needed to synthesize it. The reactants are: [CH3:1][C:2]1[C:3]([OH:11])=[C:4]([CH3:10])[C:5]([CH3:9])=[C:6]([CH:8]=1)O.[CH3:12][CH:13]([CH2:15][CH2:16][CH2:17][CH:18]([CH2:20][CH2:21][CH2:22][CH:23]([CH2:25][CH2:26][CH2:27][C:28]([OH:32])([CH:30]=[CH2:31])[CH3:29])[CH3:24])[CH3:19])[CH3:14].[C:33](OC(=O)C)(=[O:35])[CH3:34].B([O-])([O-])[O-]. (4) Given the product [C:1]([O:4][CH:5]1[CH:10]([O:11][C:12](=[O:14])[CH3:13])[CH:9]([O:15][C:16](=[O:18])[CH3:17])[CH:8]([N:19]2[C:27]3[C:22](=[CH:23][CH:24]=[CH:25][CH:26]=3)[C:21]([CH:36]=[O:37])=[CH:20]2)[O:7][CH:6]1[CH2:28][O:29][C:30](=[O:32])[CH3:31])(=[O:3])[CH3:2], predict the reactants needed to synthesize it. The reactants are: [C:1]([O:4][C@H:5]1[C@H:10]([O:11][C:12](=[O:14])[CH3:13])[C@@H:9]([O:15][C:16](=[O:18])[CH3:17])[C@H:8]([N:19]2[C:27]3[C:22](=[CH:23][CH:24]=[CH:25][CH:26]=3)[CH:21]=[CH:20]2)[O:7][C@@H:6]1[CH2:28][O:29][C:30](=[O:32])[CH3:31])(=[O:3])[CH3:2].CN([CH:36]=[O:37])C.P(Cl)(Cl)(Cl)=O. (5) Given the product [CH:11]([C:9]1[O:10][C:6]2[CH:5]=[CH:4][C:3]([C:1]#[N:2])=[CH:15][C:7]=2[C:8]=1[CH3:14])=[O:12], predict the reactants needed to synthesize it. The reactants are: [C:1]([C:3]1[CH:4]=[CH:5][C:6]2[O:10][C:9]([C:11](O)=[O:12])=[C:8]([CH3:14])[C:7]=2[CH:15]=1)#[N:2].C(Cl)(=O)C(Cl)=O.[H-].C(O[Al](OCC(C)C)OCC(C)C)C(C)C.[Li+].Cl. (6) Given the product [Br:1][C:2]1[CH:11]=[CH:10][C:5]2[C:6](=[O:9])[O:7][CH2:8][C:4]=2[C:3]=1[CH2:12][CH2:13][OH:15], predict the reactants needed to synthesize it. The reactants are: [Br:1][C:2]1[CH:11]=[CH:10][C:5]2[C:6](=[O:9])[O:7][CH2:8][C:4]=2[C:3]=1[CH2:12][CH:13]=C.[O:15]=[O+][O-].[BH4-].[Na+]. (7) Given the product [CH2:13]([O:15][P:16]([O:17][CH2:18][CH3:19])([CH2:2][CH2:3][CH2:4][CH2:5][CH2:6][CH2:7][CH2:8][CH2:9][CH2:10][CH:11]=[CH2:12])=[O:20])[CH3:14], predict the reactants needed to synthesize it. The reactants are: I[CH2:2][CH2:3][CH2:4][CH2:5][CH2:6][CH2:7][CH2:8][CH2:9][CH2:10][CH:11]=[CH2:12].[CH2:13]([O:15][P:16]([O:20]CC)[O:17][CH2:18][CH3:19])[CH3:14]. (8) Given the product [OH:20][C:21]1[C:28]([CH3:29])=[CH:27][C:24]([C:25]2[C:15]([C:16](=[O:19])[CH2:17][CH3:18])=[C:9]3[C:10]4[C:5](=[CH:4][C:3]([O:2][CH3:1])=[C:12]([O:13][CH3:14])[CH:11]=4)[CH2:6][CH2:7][N:8]3[C:34]=2[CH3:35])=[CH:23][C:22]=1[CH3:30], predict the reactants needed to synthesize it. The reactants are: [CH3:1][O:2][C:3]1[CH:4]=[C:5]2[C:10](=[CH:11][C:12]=1[O:13][CH3:14])[C:9](=[CH:15][C:16](=[O:19])[CH2:17][CH3:18])[NH:8][CH2:7][CH2:6]2.[OH:20][C:21]1[C:28]([CH3:29])=[CH:27][C:24]([CH:25]=O)=[CH:23][C:22]=1[CH3:30].[N+]([CH2:34][CH3:35])([O-])=O.N1C=CC=CC=1.